This data is from Reaction yield outcomes from USPTO patents with 853,638 reactions. The task is: Predict the reaction yield, written as a fraction of the theoretical maximum amount of product (1.0 means a 100% yield; for example, 0.34 means a 34% yield). (1) The product is [Br:15][C:16]1[C:17](=[O:18])[O:23][C:21](=[CH2:22])[C:20]=1[CH3:24]. The yield is 0.830. The catalyst is ClCCl. The reactants are O=P12OP3(OP(OP(O3)(O1)=O)(=O)O2)=O.[Br:15][CH:16]([C:20](Br)([CH3:24])[C:21](=[O:23])[CH3:22])[C:17](O)=[O:18].N12CCN(CC1)CC2. (2) The reactants are [CH2:1]([CH:3]([CH2:6][CH3:7])[CH2:4][OH:5])[CH3:2].[H-].[Na+].[NH2:10][C:11]1[CH:18]=[CH:17][CH:16]=[C:15](F)[C:12]=1[C:13]#[N:14]. The catalyst is C1COCC1. The product is [NH2:10][C:11]1[CH:18]=[CH:17][CH:16]=[C:15]([O:5][CH2:4][CH:3]([CH2:6][CH3:7])[CH2:1][CH3:2])[C:12]=1[C:13]#[N:14]. The yield is 0.590. (3) The reactants are Cl[CH2:2][C:3]([N:5]([CH:14]1[CH2:16][CH2:15]1)[C:6]1[CH:11]=[CH:10][CH:9]=[C:8]([O:12][CH3:13])[CH:7]=1)=[O:4].CCN(CC)CC.C1(C2C=CC=CC=2)C=CC=CC=1P(C(C)(C)C)C(C)(C)C. The catalyst is C1(C)C=CC=CC=1.CC([O-])=O.CC([O-])=O.[Pd+2]. The product is [CH:14]1([N:5]2[C:6]3[C:11](=[CH:10][CH:9]=[C:8]([O:12][CH3:13])[CH:7]=3)[CH2:2][C:3]2=[O:4])[CH2:16][CH2:15]1. The yield is 0.840. (4) The reactants are C([O-])=O.[NH4+].C([N:12]1[CH2:17][CH2:16][CH:15]([NH:18][C:19]2[CH:27]=[CH:26][C:22]([C:23]([NH2:25])=[O:24])=[CH:21][CH:20]=2)[CH2:14][CH2:13]1)C1C=CC=CC=1.[ClH:28].CCOCC. The catalyst is C(O)C.[Pd]. The product is [ClH:28].[NH:12]1[CH2:13][CH2:14][CH:15]([NH:18][C:19]2[CH:27]=[CH:26][C:22]([C:23]([NH2:25])=[O:24])=[CH:21][CH:20]=2)[CH2:16][CH2:17]1. The yield is 0.370. (5) The reactants are [CH:1]([O:4][C:5]([N:7]1[CH2:12][CH2:11][CH:10]([OH:13])[CH2:9][CH2:8]1)=[O:6])([CH3:3])[CH3:2].[Cl:14][C:15]1[C:20]([O:21][CH3:22])=[C:19](Cl)[N:18]=[CH:17][N:16]=1.CC(C)([O-])C.[K+]. The catalyst is C1COCC1. The product is [CH:1]([O:4][C:5]([N:7]1[CH2:8][CH2:9][CH:10]([O:13][C:19]2[C:20]([O:21][CH3:22])=[C:15]([Cl:14])[N:16]=[CH:17][N:18]=2)[CH2:11][CH2:12]1)=[O:6])([CH3:3])[CH3:2]. The yield is 0.850.